Dataset: Forward reaction prediction with 1.9M reactions from USPTO patents (1976-2016). Task: Predict the product of the given reaction. (1) Given the reactants [Br:1][C:2]1[C:3]([CH2:24][OH:25])=[C:4]([N:8]2[C:14](=[O:15])[C:13]3[C:16]([F:23])=[CH:17][C:18]([CH:20]4[CH2:22][CH2:21]4)=[CH:19][C:12]=3[O:11][CH2:10][CH2:9]2)[CH:5]=[CH:6][CH:7]=1.[C:26](Cl)(=[O:28])[CH3:27], predict the reaction product. The product is: [C:26]([O:25][CH2:24][C:3]1[C:4]([N:8]2[C:14](=[O:15])[C:13]3[C:16]([F:23])=[CH:17][C:18]([CH:20]4[CH2:21][CH2:22]4)=[CH:19][C:12]=3[O:11][CH2:10][CH2:9]2)=[CH:5][CH:6]=[CH:7][C:2]=1[Br:1])(=[O:28])[CH3:27]. (2) Given the reactants [C:1]([C:3]1[CH:27]=[CH:26][C:6]([O:7][C:8]2[CH:9]=[C:10]([CH:14]=[C:15]([O:17][C:18]3[CH:23]=[CH:22][C:21]([C:24]#[N:25])=[CH:20][CH:19]=3)[CH:16]=2)[C:11](O)=[O:12])=[CH:5][CH:4]=1)#[N:2].[CH2:28]([O:30][C:31]([CH:33]1[CH2:38][CH2:37][NH:36][CH2:35][CH2:34]1)=[O:32])[CH3:29], predict the reaction product. The product is: [CH2:28]([O:30][C:31]([CH:33]1[CH2:38][CH2:37][N:36]([C:11](=[O:12])[C:10]2[CH:9]=[C:8]([O:7][C:6]3[CH:26]=[CH:27][C:3]([C:1]#[N:2])=[CH:4][CH:5]=3)[CH:16]=[C:15]([O:17][C:18]3[CH:23]=[CH:22][C:21]([C:24]#[N:25])=[CH:20][CH:19]=3)[CH:14]=2)[CH2:35][CH2:34]1)=[O:32])[CH3:29]. (3) Given the reactants [CH:1]1([C:4]2[C:5]([N:13]3[CH2:18][CH2:17][N:16]([C:19]([C:21]4[CH:26]=[CH:25][C:24](I)=[CH:23][CH:22]=4)=[O:20])[CH2:15][CH2:14]3)=[N:6][CH:7]=[C:8]([CH:10]3[CH2:12][CH2:11]3)[CH:9]=2)[CH2:3][CH2:2]1.[CH:28]([NH2:30])=[O:29], predict the reaction product. The product is: [CH:1]1([C:4]2[C:5]([N:13]3[CH2:18][CH2:17][N:16]([C:19]([C:21]4[CH:26]=[CH:25][C:24]([NH:30][CH:28]=[O:29])=[CH:23][CH:22]=4)=[O:20])[CH2:15][CH2:14]3)=[N:6][CH:7]=[C:8]([CH:10]3[CH2:12][CH2:11]3)[CH:9]=2)[CH2:3][CH2:2]1.